Task: Regression. Given a peptide amino acid sequence and an MHC pseudo amino acid sequence, predict their binding affinity value. This is MHC class I binding data.. Dataset: Peptide-MHC class I binding affinity with 185,985 pairs from IEDB/IMGT (1) The peptide sequence is YTVKYPRL. The MHC is H-2-Kb with pseudo-sequence H-2-Kb. The binding affinity (normalized) is 0.682. (2) The binding affinity (normalized) is 0.282. The MHC is HLA-A02:01 with pseudo-sequence HLA-A02:01. The peptide sequence is IMVTDTINT. (3) The peptide sequence is AICSAVPVDW. The MHC is HLA-B44:02 with pseudo-sequence HLA-B44:02. The binding affinity (normalized) is 0.372. (4) The peptide sequence is ESPTWKQW. The MHC is Mamu-A01 with pseudo-sequence Mamu-A01. The binding affinity (normalized) is 0. (5) The peptide sequence is SLIKTILASY. The MHC is HLA-A03:01 with pseudo-sequence HLA-A03:01. The binding affinity (normalized) is 0.577. (6) The peptide sequence is GEYAPFARL. The MHC is HLA-B46:01 with pseudo-sequence HLA-B46:01. The binding affinity (normalized) is 0.0847. (7) The peptide sequence is WILTHTLYR. The MHC is HLA-A02:16 with pseudo-sequence HLA-A02:16. The binding affinity (normalized) is 0.0847. (8) The peptide sequence is PLNDNIATLL. The MHC is HLA-A02:02 with pseudo-sequence HLA-A02:02. The binding affinity (normalized) is 0.528. (9) The MHC is HLA-A24:02 with pseudo-sequence HLA-A24:02. The binding affinity (normalized) is 0. The peptide sequence is RLKHGTFGPV.